From a dataset of Forward reaction prediction with 1.9M reactions from USPTO patents (1976-2016). Predict the product of the given reaction. (1) Given the reactants [NH2:1][C:2]1[CH:6]=[CH:5][O:4][N:3]=1.N1C=CC=CC=1.Cl[C:14]([O:16][CH2:17][C:18]([Cl:21])([Cl:20])[Cl:19])=[O:15].O, predict the reaction product. The product is: [O:4]1[CH:5]=[CH:6][C:2]([NH:1][C:14](=[O:15])[O:16][CH2:17][C:18]([Cl:21])([Cl:20])[Cl:19])=[N:3]1. (2) Given the reactants [F:1][CH2:2][CH2:3][O:4][N:5]=[C:6]1[C:14]2[C:9](=[N:10][CH:11]=[CH:12][CH:13]=2)[NH:8][C:7]1=[O:15].C([O-])([O-])=O.[Cs+].[Cs+].[C:22]([O:26][C:27](=[O:46])[NH:28][CH2:29][C:30]1[CH:45]=[CH:44][C:33]2[N:34]([CH2:39][CH2:40][CH:41]([CH3:43])[CH3:42])[C:35]([CH2:37]Cl)=[N:36][C:32]=2[CH:31]=1)([CH3:25])([CH3:24])[CH3:23].Cl, predict the reaction product. The product is: [C:22]([O:26][C:27](=[O:46])[NH:28][CH2:29][C:30]1[CH:45]=[CH:44][C:33]2[N:34]([CH2:39][CH2:40][CH:41]([CH3:42])[CH3:43])[C:35]([CH2:37][N:8]3[C:9]4=[N:10][CH:11]=[CH:12][CH:13]=[C:14]4[C:6](=[N:5][O:4][CH2:3][CH2:2][F:1])[C:7]3=[O:15])=[N:36][C:32]=2[CH:31]=1)([CH3:23])([CH3:25])[CH3:24]. (3) Given the reactants [Li+].[CH3:2][CH:3]([N-]C(C)C)[CH3:4].C(P([CH2:15][C:16]1[CH:21]=[CH:20][C:19]2[C:22]3[S:23][C:24]4[CH:31]=[C:30]([CH2:32]P(CC)(CC)=O)[CH:29]=[CH:28][C:25]=4[C:26]=3[S:27][C:18]=2[CH:17]=1)(CC)=O)C.[CH:39]1([CH:45]=O)[CH2:44][CH2:43][CH2:42][CH2:41][CH2:40]1.O.[CH2:48]1[CH2:52]O[CH2:50][CH2:49]1, predict the reaction product. The product is: [CH:39]1([CH:45]=[CH:15][C:16]2[CH:21]=[CH:20][C:19]3[C:22]4[S:23][C:24]5[CH:31]=[C:30]([CH:32]=[CH:50][CH:49]6[CH2:4][CH2:3][CH2:2][CH2:52][CH2:48]6)[CH:29]=[CH:28][C:25]=5[C:26]=4[S:27][C:18]=3[CH:17]=2)[CH2:44][CH2:43][CH2:42][CH2:41][CH2:40]1. (4) Given the reactants [C:1]([O:5][C:6](=[O:40])[N:7]([CH:9]([C:11](=[O:39])[NH:12][CH:13]([C:19]([N:21]1[CH:25]([C:26](=[O:38])[NH:27][CH:28]2[C:37]3[C:32](=[CH:33][CH:34]=[CH:35][CH:36]=3)[CH2:31][CH2:30][CH2:29]2)[CH2:24][S:23][CH2:22]1)=[O:20])[CH2:14][CH2:15][CH2:16][CH2:17][NH2:18])[CH3:10])[CH3:8])([CH3:4])([CH3:3])[CH3:2].O=C1CCC(=O)N1[O:48][C:49](=[O:75])[C:50]1[CH:51]=[C:52]([CH:56]=[CH:57][C:58]=1[C:59]1[C:60]2[C:65]([O:66][C:67]3[C:72]=1[CH:71]=[CH:70][C:69](=[O:73])[CH:68]=3)=[CH:64][C:63]([OH:74])=[CH:62][CH:61]=2)[C:53](O)=[O:54], predict the reaction product. The product is: [C:1]([O:5][C:6]([N:7]([CH3:8])[CH:9]([CH3:10])[C:11]([NH:12][CH:13]([C:19](=[O:20])[N:21]1[CH:25]([C:26](=[O:38])[NH:27][CH:28]2[C:37]3[C:32](=[CH:33][CH:34]=[CH:35][CH:36]=3)[CH2:31][CH2:30][CH2:29]2)[CH2:24][S:23][CH2:22]1)[CH2:14][CH2:15][CH2:16][CH2:17][NH:18][C:53](=[O:54])[C:52]1[CH:51]=[C:50]([C:58]([C:59]2[C:60]3[C:65]([O:66][C:67]4[C:72]=2[CH:71]=[CH:70][C:69](=[O:73])[CH:68]=4)=[CH:64][C:63]([OH:74])=[CH:62][CH:61]=3)=[CH:57][CH:56]=1)[C:49]([OH:75])=[O:48])=[O:39])=[O:40])([CH3:2])([CH3:3])[CH3:4]. (5) Given the reactants O[CH2:2][C:3]1[CH:12]=[N:11][C:10]2[N:9]([CH:13]([CH3:15])[CH3:14])[C@@H:8]([CH3:16])[C:7](=[O:17])[NH:6][C:5]=2[CH:4]=1.[Cl:18][C:19]1[CH:24]=[CH:23][C:22]([C:25]2[CH2:26][CH2:27][NH:28][CH2:29][CH:30]=2)=[CH:21][CH:20]=1, predict the reaction product. The product is: [Cl:18][C:19]1[CH:24]=[CH:23][C:22]([C:25]2[CH2:30][CH2:29][N:28]([CH2:2][C:3]3[CH:12]=[N:11][C:10]4[N:9]([CH:13]([CH3:15])[CH3:14])[C@@H:8]([CH3:16])[C:7](=[O:17])[NH:6][C:5]=4[CH:4]=3)[CH2:27][CH:26]=2)=[CH:21][CH:20]=1. (6) Given the reactants [Br:1][C:2]1[C:3]([CH:8]=O)=[N:4][CH:5]=[CH:6][CH:7]=1.C(N(CC)C(C)C)(C)C.[N:19]1([C:25]([O:27][C:28]([CH3:31])([CH3:30])[CH3:29])=[O:26])[CH2:24][CH2:23][NH:22][CH2:21][CH2:20]1.C(O[BH-](OC(=O)C)OC(=O)C)(=O)C.[Na+], predict the reaction product. The product is: [Br:1][C:2]1[C:3]([CH2:8][N:22]2[CH2:21][CH2:20][N:19]([C:25]([O:27][C:28]([CH3:31])([CH3:30])[CH3:29])=[O:26])[CH2:24][CH2:23]2)=[N:4][CH:5]=[CH:6][CH:7]=1. (7) Given the reactants C([O:8][C:9]1[N:14]=[C:13]([O:15][C:16]2[CH:17]=[C:18]([CH:21]=[C:22]([CH3:24])[CH:23]=2)[C:19]#[N:20])[C:12]([CH:25]([CH3:27])[CH3:26])=[C:11]([O:28]CC2C=CC=CC=2)[N:10]=1)C1C=CC=CC=1.[H][H], predict the reaction product. The product is: [CH:25]([C:12]1[C:11](=[O:28])[NH:10][C:9](=[O:8])[NH:14][C:13]=1[O:15][C:16]1[CH:17]=[C:18]([CH:21]=[C:22]([CH3:24])[CH:23]=1)[C:19]#[N:20])([CH3:27])[CH3:26]. (8) Given the reactants CN(C)C1N=CC([C:9]2[N:10]=[C:11]([CH2:36][CH3:37])[C:12]([NH:17][C@H:18]3[C@@H:22]([O:23][CH2:24][CH3:25])[CH2:21][N:20]([C:26]([O:28][CH2:29][C:30]4[CH:35]=[CH:34][CH:33]=[CH:32][CH:31]=4)=[O:27])[CH2:19]3)=[N:13][C:14]=2[CH2:15][CH3:16])=C(C)C=1.[CH3:40][O:41][C:42]1[N:47]=[C:46]([CH3:48])[C:45](B(O)O)=[CH:44][CH:43]=1, predict the reaction product. The product is: [CH2:36]([C:11]1[C:12]([NH:17][C@H:18]2[C@@H:22]([O:23][CH2:24][CH3:25])[CH2:21][N:20]([C:26]([O:28][CH2:29][C:30]3[CH:31]=[CH:32][CH:33]=[CH:34][CH:35]=3)=[O:27])[CH2:19]2)=[N:13][C:14]([CH2:15][CH3:16])=[C:9]([C:45]2[C:46]([CH3:48])=[N:47][C:42]([O:41][CH3:40])=[CH:43][CH:44]=2)[N:10]=1)[CH3:37]. (9) The product is: [O:1]=[C:2]1[CH2:7][CH2:6][CH:5]([CH2:8][O:9][C:10]([N:12]2[CH2:13][CH2:14][CH2:15][CH2:16]2)=[O:11])[CH2:4][CH2:3]1. Given the reactants [OH:1][CH:2]1[CH2:7][CH2:6][CH:5]([CH2:8][O:9][C:10]([N:12]2[CH2:16][CH2:15][CH2:14][CH2:13]2)=[O:11])[CH2:4][CH2:3]1.CC1(C)N([O])C(C)(C)CCC1.OOS([O-])=O.[K+], predict the reaction product.